This data is from Full USPTO retrosynthesis dataset with 1.9M reactions from patents (1976-2016). The task is: Predict the reactants needed to synthesize the given product. (1) Given the product [CH3:18][C:19]1([CH3:6])[CH2:20][CH2:15][O:4][S:1](=[O:3])(=[O:5])[NH:2]1, predict the reactants needed to synthesize it. The reactants are: [S:1](=[O:5])(=[O:4])([OH:3])[NH2:2].[C:6](O)(=O)C.C(O)(=O)C.I[C:15]1[CH:20]=[CH:19][CH:18]=CC=1. (2) Given the product [N+:9]([C:6]1[CH:7]=[CH:8][C:3]2[N:4]([CH:12]=[N:2][N:1]=2)[CH:5]=1)([O-:11])=[O:10], predict the reactants needed to synthesize it. The reactants are: [NH:1]([C:3]1[CH:8]=[CH:7][C:6]([N+:9]([O-:11])=[O:10])=[CH:5][N:4]=1)[NH2:2].[CH:12](OC)(OC)OC.FC(F)(F)C(O)=O. (3) Given the product [O:4]1[CH2:5][CH2:6][N:1]([C:7]2[CH:15]=[C:11]3[C:10](=[CH:9][CH:8]=2)[N:16]=[C:26]([C:23]2[C:21]4[CH:22]=[CH:17][CH:18]=[CH:19][C:20]=4[S:25][CH:24]=2)[NH:14][C:12]3=[O:13])[CH2:2][CH2:3]1, predict the reactants needed to synthesize it. The reactants are: [N:1]1([C:7]2[CH:8]=[CH:9][C:10]([NH2:16])=[C:11]([CH:15]=2)[C:12]([NH2:14])=[O:13])[CH2:6][CH2:5][O:4][CH2:3][CH2:2]1.[CH:17]1[CH:22]=[C:21]2[C:23]([CH:26]=O)=[CH:24][S:25][C:20]2=[CH:19][CH:18]=1. (4) Given the product [NH2:1][C:4]1[C:5]([NH:10][CH2:11][C:12]([O:14][CH2:15][CH3:16])=[O:13])=[N:6][CH:7]=[CH:8][CH:9]=1, predict the reactants needed to synthesize it. The reactants are: [N+:1]([C:4]1[C:5]([NH:10][CH2:11][C:12]([O:14][CH2:15][CH3:16])=[O:13])=[N:6][CH:7]=[CH:8][CH:9]=1)([O-])=O. (5) Given the product [F:15][C:5]1[CH:4]=[C:3]([C:1]#[C:2][C:21]2[CH:22]=[CH:17][CH:18]=[C:19]([CH2:23][S:24]([CH3:27])(=[O:25])=[O:26])[CH:20]=2)[CH:8]=[CH:7][C:6]=1[CH2:9][CH2:10][C:11]([O:13][CH3:14])=[O:12], predict the reactants needed to synthesize it. The reactants are: [C:1]([C:3]1[CH:8]=[CH:7][C:6]([CH2:9][CH2:10][C:11]([O:13][CH3:14])=[O:12])=[C:5]([F:15])[CH:4]=1)#[CH:2].Br[C:17]1[CH:22]=[CH:21][CH:20]=[C:19]([CH2:23][S:24]([CH3:27])(=[O:26])=[O:25])[CH:18]=1. (6) The reactants are: [NH2:1][CH:2]([CH2:6][C:7]1[CH:12]=[CH:11][C:10]([Br:13])=[CH:9][CH:8]=1)[C:3]([OH:5])=[O:4].S(Cl)(Cl)=O.[CH3:18]O. Given the product [NH2:1][CH:2]([CH2:6][C:7]1[CH:8]=[CH:9][C:10]([Br:13])=[CH:11][CH:12]=1)[C:3]([O:5][CH3:18])=[O:4], predict the reactants needed to synthesize it. (7) Given the product [CH3:17][O:16][C:13]1[CH:14]=[CH:15][C:10]([CH2:9][O:8][C:6]2[CH:5]=[CH:4][N:3]=[C:2]([N:22]3[CH2:23][CH2:24][N:19]([CH3:18])[CH2:20][CH2:21]3)[N:7]=2)=[CH:11][CH:12]=1, predict the reactants needed to synthesize it. The reactants are: Cl[C:2]1[N:7]=[C:6]([O:8][CH2:9][C:10]2[CH:15]=[CH:14][C:13]([O:16][CH3:17])=[CH:12][CH:11]=2)[CH:5]=[CH:4][N:3]=1.[CH3:18][N:19]1[CH2:24][CH2:23][NH:22][CH2:21][CH2:20]1.